From a dataset of Forward reaction prediction with 1.9M reactions from USPTO patents (1976-2016). Predict the product of the given reaction. Given the reactants [Br:1][C:2]1[CH:6]=[C:5](Br)[S:4][C:3]=1[C:8]1[S:9][C:10](Br)=[CH:11][C:12]=1[Br:13].C1COCC1.C([Li])CCC.Cl[Si:26]([CH3:29])([CH3:28])[CH3:27], predict the reaction product. The product is: [Br:1][C:2]1[CH:6]=[C:5]([Si:26]([CH3:29])([CH3:28])[CH3:27])[S:4][C:3]=1[C:8]1[S:9][C:10]([Si:26]([CH3:29])([CH3:28])[CH3:27])=[CH:11][C:12]=1[Br:13].